From a dataset of NCI-60 drug combinations with 297,098 pairs across 59 cell lines. Regression. Given two drug SMILES strings and cell line genomic features, predict the synergy score measuring deviation from expected non-interaction effect. Drug 1: C1=C(C(=O)NC(=O)N1)N(CCCl)CCCl. Drug 2: C1CN(CCN1C(=O)CCBr)C(=O)CCBr. Cell line: IGROV1. Synergy scores: CSS=44.4, Synergy_ZIP=-6.07, Synergy_Bliss=-2.75, Synergy_Loewe=3.46, Synergy_HSA=5.26.